This data is from Reaction yield outcomes from USPTO patents with 853,638 reactions. The task is: Predict the reaction yield, written as a fraction of the theoretical maximum amount of product (1.0 means a 100% yield; for example, 0.34 means a 34% yield). (1) The catalyst is CN(C=O)C. The product is [CH3:1][C:2]1[N:3]([CH2:21][C:36]2[CH:37]=[CH:38][CH:29]=[C:30]3[C:35]=2[N:34]=[CH:33][CH:32]=[CH:31]3)[C:4]2[CH:10]=[C:9]([N:11]3[CH2:12][CH2:13][O:14][CH2:15][CH2:16]3)[CH:8]=[C:7]([C:17]([O:19][CH3:20])=[O:18])[C:5]=2[N:6]=1. The reactants are [CH3:1][C:2]1[NH:6][C:5]2[C:7]([C:17]([O:19][CH3:20])=[O:18])=[CH:8][C:9]([N:11]3[CH2:16][CH2:15][O:14][CH2:13][CH2:12]3)=[CH:10][C:4]=2[N:3]=1.[C:21]([O-])([O-])=O.[K+].[K+].BrC[C:29]1[CH:38]=[CH:37][CH:36]=[C:35]2[C:30]=1[CH:31]=[CH:32][CH:33]=[N:34]2.O. The yield is 0.240. (2) The reactants are [NH:1]1[CH2:5][CH2:4][C@@H:3]([N:6]2[CH:10]=[C:9]([O:11][C:12]3[N:13]=[C:14]([OH:22])[C:15]4[CH:21]=[CH:20][N:19]=[CH:18][C:16]=4[N:17]=3)[CH:8]=[N:7]2)[CH2:2]1.Cl[C:24]1([S:27](C2(Cl)CC2)(=[O:29])=[O:28])[CH2:26][CH2:25]1. No catalyst specified. The product is [CH:24]1([S:27]([N:1]2[CH2:5][CH2:4][C@@H:3]([N:6]3[CH:10]=[C:9]([O:11][C:12]4[N:13]=[C:14]([OH:22])[C:15]5[CH:21]=[CH:20][N:19]=[CH:18][C:16]=5[N:17]=4)[CH:8]=[N:7]3)[CH2:2]2)(=[O:29])=[O:28])[CH2:26][CH2:25]1. The yield is 0.450. (3) The reactants are [CH2:1]([NH2:8])[C:2]1[CH:7]=[CH:6][CH:5]=[CH:4][CH:3]=1.[O:9]1[C:13]([C:14]2[CH:19]=[CH:18][C:17]([NH:20][C:21]3[N:22]=[C:23](OS(C(F)(F)F)(=O)=O)[C:24]4[CH2:30][N:29]([C:31]([O:33][C:34]([CH3:37])([CH3:36])[CH3:35])=[O:32])[CH2:28][CH2:27][C:25]=4[N:26]=3)=[CH:16][CH:15]=2)=[CH:12][N:11]=[CH:10]1. The catalyst is O1CCOCC1. The product is [CH2:1]([NH:8][C:23]1[C:24]2[CH2:30][N:29]([C:31]([O:33][C:34]([CH3:37])([CH3:36])[CH3:35])=[O:32])[CH2:28][CH2:27][C:25]=2[N:26]=[C:21]([NH:20][C:17]2[CH:16]=[CH:15][C:14]([C:13]3[O:9][CH:10]=[N:11][CH:12]=3)=[CH:19][CH:18]=2)[N:22]=1)[C:2]1[CH:7]=[CH:6][CH:5]=[CH:4][CH:3]=1. The yield is 0.860.